This data is from Forward reaction prediction with 1.9M reactions from USPTO patents (1976-2016). The task is: Predict the product of the given reaction. Given the reactants [F:1][C:2]1[C:7]([C:8]([F:11])([F:10])[F:9])=[CH:6][CH:5]=[CH:4][C:3]=1[C:12]1([CH2:15][C:16](=[O:20])[C:17](O)=[O:18])[CH2:14][CH2:13]1.[NH2:21][C:22]1[CH:23]=[C:24]2[C:29](=[CH:30][CH:31]=1)[C:27](=[O:28])[O:26][CH2:25]2, predict the reaction product. The product is: [F:1][C:2]1[C:7]([C:8]([F:11])([F:10])[F:9])=[CH:6][CH:5]=[CH:4][C:3]=1[C:12]1([CH2:15][C:16](=[O:20])[C:17]([NH:21][C:22]2[CH:23]=[C:24]3[C:29](=[CH:30][CH:31]=2)[C:27](=[O:28])[O:26][CH2:25]3)=[O:18])[CH2:13][CH2:14]1.